Task: Predict the product of the given reaction.. Dataset: Forward reaction prediction with 1.9M reactions from USPTO patents (1976-2016) (1) Given the reactants [CH3:1][O:2][C:3]1[CH:4]=[C:5]2[C:10](=[CH:11][C:12]=1[O:13][CH3:14])[C:9]([CH3:15])=[N:8][CH2:7][CH2:6]2.[Br:16][C:17]1[CH:22]=[CH:21][CH:20]=[C:19]([CH2:23]Br)[CH:18]=1, predict the reaction product. The product is: [Br:16][C:17]1[CH:18]=[C:19]([CH2:23][CH2:15][C@H:9]2[C:10]3[C:5](=[CH:4][C:3]([O:2][CH3:1])=[C:12]([O:13][CH3:14])[CH:11]=3)[CH2:6][CH2:7][NH:8]2)[CH:20]=[CH:21][CH:22]=1. (2) Given the reactants [CH2:1]([N:8]1[C:17]2[C:12](=[C:13]([OH:21])[C:14]([C:18]([OH:20])=O)=[N:15][CH:16]=2)[CH:11]=[C:10]([C:22]2[CH:27]=[CH:26][CH:25]=[CH:24][CH:23]=2)[C:9]1=[O:28])[C:2]1[CH:7]=[CH:6][CH:5]=[CH:4][CH:3]=1.C1C=CC2N(O)N=NC=2C=1.C(Cl)CCl.Cl.[CH2:44]([O:46][C:47](=[O:52])[CH2:48][CH2:49][CH2:50][NH2:51])[CH3:45].CCN(C(C)C)C(C)C, predict the reaction product. The product is: [CH2:44]([O:46][C:47](=[O:52])[CH2:48][CH2:49][CH2:50][NH:51][C:18]([C:14]1[C:13]([OH:21])=[C:12]2[C:17](=[CH:16][N:15]=1)[N:8]([CH2:1][C:2]1[CH:3]=[CH:4][CH:5]=[CH:6][CH:7]=1)[C:9](=[O:28])[C:10]([C:22]1[CH:27]=[CH:26][CH:25]=[CH:24][CH:23]=1)=[CH:11]2)=[O:20])[CH3:45]. (3) Given the reactants Br[C:2]1[CH:8]=[CH:7][C:5]([NH2:6])=[C:4]([CH2:9][CH3:10])[CH:3]=1.[CH3:11][N:12]1[CH:16]=[C:15](B(O)O)[CH:14]=[N:13]1.C(=O)([O-])[O-].[Cs+].[Cs+], predict the reaction product. The product is: [CH2:9]([C:4]1[CH:3]=[C:2]([C:15]2[CH:14]=[N:13][N:12]([CH3:11])[CH:16]=2)[CH:8]=[CH:7][C:5]=1[NH2:6])[CH3:10]. (4) Given the reactants [NH:1]1[C:9]2[C:4](=[CH:5][CH:6]=[C:7]([NH:10][C:11]3[C:16]([C:17]([OH:19])=O)=[CH:15][CH:14]=[CH:13][N:12]=3)[CH:8]=2)[CH:3]=[N:2]1.[F:20][C:21]([F:36])([F:35])[C:22]([C:28]1[CH:33]=[CH:32][C:31]([NH2:34])=[CH:30][CH:29]=1)([OH:27])[C:23]([F:26])([F:25])[F:24].C(Cl)CCl.C1C=CC2N(O)N=NC=2C=1, predict the reaction product. The product is: [NH:1]1[C:9]2[C:4](=[CH:5][CH:6]=[C:7]([NH:10][C:11]3[C:16]([C:17]([NH:34][C:31]4[CH:30]=[CH:29][C:28]([C:22]([OH:27])([C:21]([F:20])([F:35])[F:36])[C:23]([F:24])([F:25])[F:26])=[CH:33][CH:32]=4)=[O:19])=[CH:15][CH:14]=[CH:13][N:12]=3)[CH:8]=2)[CH:3]=[N:2]1. (5) Given the reactants [Cl:1][C:2]1[N:10]=[C:9]2[C:5]([N:6]=[C:7]([C:11]([OH:14])([CH3:13])[CH3:12])[NH:8]2)=[C:4]([N:15]2[CH2:20][CH2:19][O:18][CH2:17][CH2:16]2)[N:3]=1.I[CH3:22], predict the reaction product. The product is: [Cl:1][C:2]1[N:10]=[C:9]2[C:5]([N:6]=[C:7]([C:11]([OH:14])([CH3:13])[CH3:12])[N:8]2[CH3:22])=[C:4]([N:15]2[CH2:16][CH2:17][O:18][CH2:19][CH2:20]2)[N:3]=1. (6) Given the reactants [CH:1]1([N:7]2[CH2:11][CH2:10][CH2:9][C:8]2=[O:12])[CH2:6][CH2:5][CH2:4][CH2:3][CH2:2]1.[Li+].CC([N-]C(C)C)C.[CH2:21](Br)[C:22]1[CH:27]=[CH:26][CH:25]=[CH:24][CH:23]=1, predict the reaction product. The product is: [CH2:21]([CH:9]1[CH2:10][CH2:11][N:7]([CH:1]2[CH2:2][CH2:3][CH2:4][CH2:5][CH2:6]2)[C:8]1=[O:12])[C:22]1[CH:27]=[CH:26][CH:25]=[CH:24][CH:23]=1.